From a dataset of Catalyst prediction with 721,799 reactions and 888 catalyst types from USPTO. Predict which catalyst facilitates the given reaction. (1) Reactant: [N:1]([C:4]1[C:5]([CH:25]([CH3:27])[CH3:26])=[N:6][C:7]([N:12]2[CH2:17][CH2:16][N:15]([C:18](=[O:23])[CH2:19][CH2:20][O:21][CH3:22])[C@H:14]([CH3:24])[CH2:13]2)=[C:8]([CH:11]=1)[C:9]#[N:10])=[N+]=[N-]. Product: [NH2:1][C:4]1[C:5]([CH:25]([CH3:27])[CH3:26])=[N:6][C:7]([N:12]2[CH2:17][CH2:16][N:15]([C:18](=[O:23])[CH2:19][CH2:20][O:21][CH3:22])[C@H:14]([CH3:24])[CH2:13]2)=[C:8]([CH:11]=1)[C:9]#[N:10]. The catalyst class is: 19. (2) Reactant: [Cl:1][C:2]1[CH:3]=[C:4]([CH:26]=[C:27]([OH:29])[CH:28]=1)[CH2:5][NH:6][C:7]([NH2:25])=[N:8][C:9]([C:11]1[C:12]([C:17]2[CH:22]=[CH:21][C:20]([O:23][CH3:24])=[CH:19][CH:18]=2)=[N:13][O:14][C:15]=1[CH3:16])=[O:10].Br[CH2:31][CH2:32][Cl:33].C(=O)([O-])[O-].[Cs+].[Cs+].[I-].[K+]. Product: [Cl:1][C:2]1[CH:3]=[C:4]([CH:26]=[C:27]([O:29][CH2:31][CH2:32][Cl:33])[CH:28]=1)[CH2:5][NH:6]/[C:7](/[NH2:25])=[N:8]/[C:9]([C:11]1[C:12]([C:17]2[CH:18]=[CH:19][C:20]([O:23][CH3:24])=[CH:21][CH:22]=2)=[N:13][O:14][C:15]=1[CH3:16])=[O:10]. The catalyst class is: 1. (3) Reactant: [F:1][C:2]1[CH:3]=[C:4]([CH2:8][CH2:9][N:10]2[CH2:14][CH2:13][C@@H:12]([NH:15][C:16]3[N:17]=[CH:18][C:19](/[CH:22]=[CH:23]/[C:24]([OH:26])=O)=[N:20][CH:21]=3)[CH2:11]2)[CH:5]=[CH:6][CH:7]=1.[NH2:27][O:28][CH:29]1[CH2:34][CH2:33][CH2:32][CH2:31][O:30]1. Product: [F:1][C:2]1[CH:3]=[C:4]([CH2:8][CH2:9][N:10]2[CH2:14][CH2:13][C@@H:12]([NH:15][C:16]3[N:17]=[CH:18][C:19](/[CH:22]=[CH:23]/[C:24]([NH:27][O:28][CH:29]4[CH2:34][CH2:33][CH2:32][CH2:31][O:30]4)=[O:26])=[N:20][CH:21]=3)[CH2:11]2)[CH:5]=[CH:6][CH:7]=1. The catalyst class is: 2.